From a dataset of Catalyst prediction with 721,799 reactions and 888 catalyst types from USPTO. Predict which catalyst facilitates the given reaction. (1) Reactant: [F:1][C:2]1[CH:3]=[CH:4][C:5]2[CH2:15][CH2:14][C:9]3=[N:10][CH:11]=[CH:12][CH:13]=[C:8]3[CH:7]([N:16]=[C:17]=[S:18])[C:6]=2[CH:19]=1.[Cl:20][C:21]1[CH:22]=[C:23]([C:29]([NH:31][C@@H:32]2[CH2:36][CH2:35][N:34]([CH3:37])[C:33]2=[O:38])=[O:30])[CH:24]=[N:25][C:26]=1[NH:27][NH2:28]. Product: [Cl:20][C:21]1[CH:22]=[C:23]([C:29]([NH:31][C@@H:32]2[CH2:36][CH2:35][N:34]([CH3:37])[C:33]2=[O:38])=[O:30])[CH:24]=[N:25][C:26]=1[NH:27][NH:28][C:17]([NH:16][CH:7]1[C:8]2[C:9](=[N:10][CH:11]=[CH:12][CH:13]=2)[CH2:14][CH2:15][C:5]2[CH:4]=[CH:3][C:2]([F:1])=[CH:19][C:6]1=2)=[S:18]. The catalyst class is: 44. (2) Product: [C:1]([N:3]1[CH:11]=[C:10]2[C:5]([CH:6]=[CH:7][CH:8]=[CH:9]2)=[C:4]1[C:12]1[CH:18]=[CH:17][C:15]([N:16]=[C:32]=[S:33])=[CH:14][CH:13]=1)#[N:2]. Reactant: [C:1]([N:3]1[CH:11]=[C:10]2[C:5]([CH:6]=[CH:7][CH:8]=[CH:9]2)=[C:4]1[C:12]1[CH:18]=[CH:17][C:15]([NH2:16])=[CH:14][CH:13]=1)#[N:2].C1C=CC=CC=1.C(N(CC)CC)C.[C:32](Cl)(Cl)=[S:33]. The catalyst class is: 7. (3) Product: [Br:1][C:2]1[CH:3]=[CH:4][C:5]2[C:9]([CH:10]=1)=[N:8][N:7]([C:11]1[CH:12]=[CH:13][C:14]([F:17])=[CH:15][CH:16]=1)[C:6]=2[C:18]([NH2:19])=[O:20]. The catalyst class is: 40. Reactant: [Br:1][C:2]1[CH:3]=[CH:4][C:5]2[C:9]([CH:10]=1)=[N:8][N:7]([C:11]1[CH:16]=[CH:15][C:14]([F:17])=[CH:13][CH:12]=1)[C:6]=2[C:18]#[N:19].[OH-:20].[Na+]. (4) Reactant: N1C2C(=CC=CC=2)C(CC2C3N(C(C4C=CC=CC=4)=NN=3)C3C=CC=CC=3N([CH2:31][C:32]([N:34]([CH:43]([CH3:45])[CH3:44])[C:35]3[CH:36]=[N:37][C:38]([O:41][CH3:42])=[CH:39][CH:40]=3)=[O:33])C2=O)=C1. Product: [CH:43]([N:34]([C:35]1[CH:36]=[N:37][C:38]([O:41][CH3:42])=[CH:39][CH:40]=1)[C:32](=[O:33])[CH3:31])([CH3:44])[CH3:45]. The catalyst class is: 25.